Dataset: Full USPTO retrosynthesis dataset with 1.9M reactions from patents (1976-2016). Task: Predict the reactants needed to synthesize the given product. (1) Given the product [CH2:15]([N:8]1[C:7]2[N:6]=[CH:5][N:4]([CH2:1][CH:2]=[CH2:3])[C:12]=2[C:11](=[O:13])[NH:10][C:9]1=[O:14])[CH2:16][CH2:17][CH2:18][CH3:19], predict the reactants needed to synthesize it. The reactants are: [CH2:1]([N:4]1[C:12]2[C:11](=[O:13])[NH:10][C:9](=[O:14])[NH:8][C:7]=2[N:6]=[CH:5]1)[CH:2]=[CH2:3].[CH2:15](I)[CH2:16][CH2:17][CH2:18][CH3:19].C(=O)([O-])[O-].[Na+].[Na+]. (2) Given the product [N:1]1([C:7]([N:9]2[CH2:14][CH:13]([C:15]3[CH:16]=[CH:17][C:18]([O:21][C:22]([F:23])([F:24])[F:25])=[CH:19][CH:20]=3)[CH2:12][CH:11]([C:26]3[O:28][N:35]=[C:31]([CH2:32][CH2:33][CH3:34])[N:30]=3)[CH2:10]2)=[O:8])[CH2:2][CH2:3][O:4][CH2:5][CH2:6]1, predict the reactants needed to synthesize it. The reactants are: [N:1]1([C:7]([N:9]2[CH2:14][CH:13]([C:15]3[CH:20]=[CH:19][C:18]([O:21][C:22]([F:25])([F:24])[F:23])=[CH:17][CH:16]=3)[CH2:12][CH:11]([C:26]([OH:28])=O)[CH2:10]2)=[O:8])[CH2:6][CH2:5][O:4][CH2:3][CH2:2]1.O[NH:30][C:31](=[NH:35])[CH2:32][CH2:33][CH3:34]. (3) Given the product [CH3:4][NH:5][C@@H:6]1[C:15]2[C:10](=[CH:11][CH:12]=[CH:13][CH:14]=2)[CH2:9][CH2:8][CH2:7]1, predict the reactants needed to synthesize it. The reactants are: C(O[C:4](=O)[NH:5][CH:6]1[C:15]2[C:10](=[CH:11][CH:12]=[CH:13][CH:14]=2)[CH2:9][CH2:8][CH2:7]1)C.[H-].[H-].[H-].[H-].[Li+].[Al+3].CCOCC.